This data is from Forward reaction prediction with 1.9M reactions from USPTO patents (1976-2016). The task is: Predict the product of the given reaction. (1) Given the reactants [C:1]([O:20][CH2:21][CH2:22][CH2:23][CH2:24][OH:25])(=[O:19])[CH2:2][CH2:3][CH2:4][CH2:5][CH2:6][CH2:7][CH2:8]/[CH:9]=[CH:10]\[CH2:11]/[CH:12]=[CH:13]\[CH2:14][CH2:15][CH2:16][CH2:17][CH3:18].C(OCCO)(=[O:44])CCCCCCC/C=C\C/C=C\CCCCC.CC(C)=O.OS(O)(=O)=O.O=[Cr](=O)=O, predict the reaction product. The product is: [C:1]([O:20][CH2:21][CH2:22][CH2:23][C:24]([OH:44])=[O:25])(=[O:19])[CH2:2][CH2:3][CH2:4][CH2:5][CH2:6][CH2:7][CH2:8]/[CH:9]=[CH:10]\[CH2:11]/[CH:12]=[CH:13]\[CH2:14][CH2:15][CH2:16][CH2:17][CH3:18]. (2) The product is: [C:16]([S@@:14]([N:13]1[CH2:2][CH2:3][CH2:4][C@@H:5]1[C:6]1[CH:7]=[N:8][CH:9]=[C:10]([F:12])[CH:11]=1)=[O:15])([CH3:19])([CH3:18])[CH3:17]. Given the reactants Cl[CH2:2][CH2:3][CH2:4]/[C:5](=[N:13]/[S@:14]([C:16]([CH3:19])([CH3:18])[CH3:17])=[O:15])/[C:6]1[CH:7]=[N:8][CH:9]=[C:10]([F:12])[CH:11]=1.[Li+].[B-](CC)(CC)CC, predict the reaction product.